Dataset: Reaction yield outcomes from USPTO patents with 853,638 reactions. Task: Predict the reaction yield, written as a fraction of the theoretical maximum amount of product (1.0 means a 100% yield; for example, 0.34 means a 34% yield). (1) The reactants are [H-].[Na+].[CH:3]1([S:6]([NH2:9])(=[O:8])=[O:7])[CH2:5][CH2:4]1.[C:10]([C:14]1[CH:19]=[CH:18][C:17]([C:20]2[CH:25]=[CH:24][CH:23]=[C:22]([CH:26]3[C:35]([CH3:37])([CH3:36])[CH2:34][C:33]4[C:28](=[C:29]([C:39](O)=[O:40])[CH:30]=[C:31]([Cl:38])[CH:32]=4)[NH:27]3)[CH:21]=2)=[CH:16][CH:15]=1)([CH3:13])([CH3:12])[CH3:11].C(N1C=CN=C1)(N1C=CN=C1)=O. The catalyst is CN(C)C=O. The product is [C:10]([C:14]1[CH:19]=[CH:18][C:17]([C:20]2[CH:25]=[CH:24][CH:23]=[C:22]([CH:26]3[C:35]([CH3:37])([CH3:36])[CH2:34][C:33]4[C:28](=[C:29]([C:39]([NH:9][S:6]([CH:3]5[CH2:5][CH2:4]5)(=[O:8])=[O:7])=[O:40])[CH:30]=[C:31]([Cl:38])[CH:32]=4)[NH:27]3)[CH:21]=2)=[CH:16][CH:15]=1)([CH3:13])([CH3:11])[CH3:12]. The yield is 0.400. (2) The reactants are [F:1][C:2]1[CH:3]=[C:4]([S:11][CH:12]2[CH2:17][CH2:16][N:15]([CH3:18])[CH2:14][CH2:13]2)[CH:5]=[C:6]([N+:8]([O-])=O)[CH:7]=1.Cl. The catalyst is [Fe].CO. The product is [F:1][C:2]1[CH:7]=[C:6]([NH2:8])[CH:5]=[C:4]([S:11][CH:12]2[CH2:13][CH2:14][N:15]([CH3:18])[CH2:16][CH2:17]2)[CH:3]=1. The yield is 0.400. (3) The reactants are [C:1]([C:5]1[CH:9]=[C:8]([NH2:10])[N:7]([C:11]2[CH:12]=[N:13][N:14]([CH2:16][CH2:17][CH2:18][O:19][CH:20]3[CH2:25][CH2:24][CH2:23][CH2:22][O:21]3)[CH:15]=2)[N:6]=1)([CH3:4])([CH3:3])[CH3:2].[OH-].[Na+].Cl[C:29]([O:31][CH2:32][C:33]([Cl:36])([Cl:35])[Cl:34])=[O:30]. The catalyst is O.CCOC(C)=O. The product is [Cl:34][C:33]([Cl:36])([Cl:35])[CH2:32][O:31][C:29](=[O:30])[NH:10][C:8]1[N:7]([C:11]2[CH:12]=[N:13][N:14]([CH2:16][CH2:17][CH2:18][O:19][CH:20]3[CH2:25][CH2:24][CH2:23][CH2:22][O:21]3)[CH:15]=2)[N:6]=[C:5]([C:1]([CH3:4])([CH3:2])[CH3:3])[CH:9]=1. The yield is 0.910. (4) The reactants are Cl.[OH:2][C:3]1[CH:8]=[CH:7][C:6]([C:9]2[CH:14]=[CH:13][C:12]([CH:15](C(OC)=O)[C:16](OC)=[O:17])=[C:11]([N+:24]([O-])=O)[CH:10]=2)=[CH:5][C:4]=1[O:27][CH3:28].[Sn]. The catalyst is CCO. The product is [OH:2][C:3]1[CH:8]=[CH:7][C:6]([C:9]2[CH:10]=[C:11]3[C:12]([CH2:15][C:16](=[O:17])[NH:24]3)=[CH:13][CH:14]=2)=[CH:5][C:4]=1[O:27][CH3:28]. The yield is 0.490. (5) The reactants are [CH3:1][C:2]1[CH:7]=[CH:6][C:5]([S:8][C:9]2[CH:14]=[CH:13][C:12]([OH:15])=[CH:11][CH:10]=2)=[C:4]([N+:16]([O-])=O)[CH:3]=1.Cl[Sn]Cl. No catalyst specified. The product is [NH2:16][C:4]1[CH:3]=[C:2]([CH3:1])[CH:7]=[CH:6][C:5]=1[S:8][C:9]1[CH:14]=[CH:13][C:12]([OH:15])=[CH:11][CH:10]=1. The yield is 1.00. (6) The product is [ClH:50].[ClH:50].[O:15]1[C:24]2[CH:23]=[C:22]([CH2:25][NH:26][CH:34]3[CH2:39][CH2:38][N:37]([CH2:12][CH2:11][N:10]4[C:4]5[C:5](=[N:6][CH:7]=[C:2]([F:1])[CH:3]=5)[S:8][C:9]4=[O:14])[CH2:36][CH2:35]3)[N:21]=[CH:20][C:19]=2[O:18][CH2:17][CH2:16]1. The reactants are [F:1][C:2]1[CH:3]=[C:4]2[N:10]([CH2:11][CH:12]=O)[C:9](=[O:14])[S:8][C:5]2=[N:6][CH:7]=1.[O:15]1[C:24]2[CH:23]=[C:22]([CH2:25][N:26]([CH:34]3[CH2:39][CH2:38][NH:37][CH2:36][CH2:35]3)C(=O)OC(C)(C)C)[N:21]=[CH:20][C:19]=2[O:18][CH2:17][CH2:16]1.CO.FC(F)(F)C(O)=O.C(Cl)(Cl)[Cl:50]. The yield is 0.510. The catalyst is C(O)(=O)C.C(Cl)Cl. (7) The reactants are [C:1]([O:5][C:6]([N:8]1[CH2:12][CH2:11][CH2:10][CH:9]1[C:13]1[NH:14][C:15]([Br:18])=[CH:16][N:17]=1)=[O:7])([CH3:4])([CH3:3])[CH3:2].[H-].[Na+].[CH3:21][Si:22]([CH2:25][CH2:26][O:27][CH2:28]Cl)([CH3:24])[CH3:23]. The catalyst is CN(C=O)C. The product is [C:1]([O:5][C:6]([N:8]1[CH2:12][CH2:11][CH2:10][CH:9]1[C:13]1[N:14]([CH2:28][O:27][CH2:26][CH2:25][Si:22]([CH3:24])([CH3:23])[CH3:21])[C:15]([Br:18])=[CH:16][N:17]=1)=[O:7])([CH3:4])([CH3:2])[CH3:3]. The yield is 0.830.